The task is: Predict the product of the given reaction.. This data is from Forward reaction prediction with 1.9M reactions from USPTO patents (1976-2016). (1) Given the reactants [K].[C:2]([O:10][CH2:11][CH3:12])(=[O:9])[CH2:3][C:4]([O:6]CC)=O.[Cl-:13].[Mg+2].[Cl-:15].C([N:18]([CH2:21][CH3:22])[CH2:19][CH3:20])C.[C:23](#N)[CH3:24], predict the reaction product. The product is: [Cl:13][C:21]1[C:22]([C:4](=[O:6])[CH2:3][C:2]([O:10][CH2:11][CH3:12])=[O:9])=[C:23]([CH3:24])[CH:20]=[C:19]([Cl:15])[N:18]=1. (2) Given the reactants [NH2:1][C:2]1[O:3][C@H:4]([C:27]([F:30])([F:29])[F:28])[CH2:5][C@:6]([C:10]2[CH:11]=[C:12]([NH:17][C:18](=[O:26])[C:19]3[CH:24]=[CH:23][C:22](Br)=[CH:21][N:20]=3)[CH:13]=[CH:14][C:15]=2[F:16])([CH2:8][F:9])[N:7]=1.C(NCC)C.[CH:36]1([C:39]#[CH:40])[CH2:38][CH2:37]1.C1(C)C=CC=CC=1, predict the reaction product. The product is: [NH2:1][C:2]1[O:3][C@H:4]([C:27]([F:30])([F:29])[F:28])[CH2:5][C@:6]([C:10]2[CH:11]=[C:12]([NH:17][C:18](=[O:26])[C:19]3[CH:24]=[CH:23][C:22]([C:40]#[C:39][CH:36]4[CH2:38][CH2:37]4)=[CH:21][N:20]=3)[CH:13]=[CH:14][C:15]=2[F:16])([CH2:8][F:9])[N:7]=1. (3) The product is: [ClH:1].[ClH:1].[Cl:1][C:2]1[CH:3]=[C:4]([CH:8]([C:16]2([OH:22])[CH2:17][CH2:18][CH2:19][CH2:20][CH2:21]2)[CH2:9][N:10]2[CH2:15][CH2:14][N:13]([CH2:35][C:30]3[CH:29]=[CH:28][C:27]4[C:32](=[CH:33][CH:34]=[C:25]([O:24][CH3:23])[CH:26]=4)[CH:31]=3)[CH2:12][CH2:11]2)[CH:5]=[CH:6][CH:7]=1. Given the reactants [Cl:1][C:2]1[CH:3]=[C:4]([CH:8]([C:16]2([OH:22])[CH2:21][CH2:20][CH2:19][CH2:18][CH2:17]2)[CH2:9][N:10]2[CH2:15][CH2:14][NH:13][CH2:12][CH2:11]2)[CH:5]=[CH:6][CH:7]=1.[CH3:23][O:24][C:25]1[CH:26]=[C:27]2[C:32](=[CH:33][CH:34]=1)[CH:31]=[C:30]([CH:35]=O)[CH:29]=[CH:28]2.C(O[BH-](OC(=O)C)OC(=O)C)(=O)C.[Na+], predict the reaction product. (4) Given the reactants [H-].[Na+].[Br:3][C:4]1[CH:13]=[C:12]2[C:7]([CH2:8][C:9]([CH2:16][O:17][Si:18]([C:21]([CH3:24])([CH3:23])[CH3:22])([CH3:20])[CH3:19])([CH3:15])[CH2:10][C:11]2=O)=[CH:6][CH:5]=1.[CH3:25]S(C)=O, predict the reaction product. The product is: [Br:3][C:4]1[CH:13]=[C:12]2[C:7](=[CH:6][CH:5]=1)[CH2:8][C:9]([CH2:16][O:17][Si:18]([C:21]([CH3:24])([CH3:23])[CH3:22])([CH3:20])[CH3:19])([CH3:15])[CH2:10][C:11]2=[CH2:25]. (5) Given the reactants [C:1]([CH:8]1[CH2:13][C:12]2([CH2:16][NH2:17])[CH2:14][CH2:15][C:9]1([C:18]([NH2:20])=O)[CH2:10][CH2:11]2)([O:3][C:4]([CH3:7])([CH3:6])[CH3:5])=[O:2].[OH-].COC(NS([N+](CC)(CC)CC)(=O)=O)=O.C(Cl)(Cl)Cl.CO.O.O, predict the reaction product. The product is: [C:1]([CH:8]1[CH2:13][C:12]2([CH2:16][NH2:17])[CH2:11][CH2:10][C:9]1([C:18]#[N:20])[CH2:15][CH2:14]2)([O:3][C:4]([CH3:7])([CH3:6])[CH3:5])=[O:2]. (6) Given the reactants [O:1]1[C:5]2[CH:6]=[CH:7][C:8]([C:10]3([C:13]([NH:15][C:16]4[CH:17]=[C:18]5[C:22](=[CH:23][CH:24]=4)[NH:21][C:20]([C:25](O)=[O:26])=[CH:19]5)=[O:14])[CH2:12][CH2:11]3)=[CH:9][C:4]=2[O:3][CH2:2]1.[CH3:28][C:29]([NH2:32])([CH3:31])[CH3:30].C(N(CC)CC)C.F[P-](F)(F)(F)(F)F.N1(OC(N(C)C)=[N+](C)C)C2N=CC=CC=2N=N1, predict the reaction product. The product is: [O:1]1[C:5]2[CH:6]=[CH:7][C:8]([C:10]3([C:13]([NH:15][C:16]4[CH:17]=[C:18]5[C:22](=[CH:23][CH:24]=4)[NH:21][C:20]([C:25]([NH:32][C:29]([CH3:31])([CH3:30])[CH3:28])=[O:26])=[CH:19]5)=[O:14])[CH2:12][CH2:11]3)=[CH:9][C:4]=2[O:3][CH2:2]1. (7) Given the reactants F[C:2]1[CH:7]=[CH:6][C:5]([N+:8]([O-:10])=[O:9])=[CH:4][CH:3]=1.[CH:11]1[CH:16]=[C:15]([CH:17]=[O:18])[C:14]([OH:19])=[CH:13][CH:12]=1.C(=O)([O-])[O-].[K+].[K+].CN(C=O)C, predict the reaction product. The product is: [N+:8]([C:5]1[CH:6]=[CH:7][C:2]([O:19][C:14]2[CH:13]=[CH:12][CH:11]=[CH:16][C:15]=2[CH:17]=[O:18])=[CH:3][CH:4]=1)([O-:10])=[O:9].